This data is from Forward reaction prediction with 1.9M reactions from USPTO patents (1976-2016). The task is: Predict the product of the given reaction. (1) The product is: [C:15]([N:13]1[C:14]2[CH:1]=[CH:2][CH:3]=[CH:4][C:5]=2[S:6][C:7]2[C:12]1=[CH:11][CH:10]=[CH:9][CH:8]=2)(=[O:17])[CH3:16]. Given the reactants [CH:1]1[C:14]2[NH:13][C:12]3[C:7](=[CH:8][CH:9]=[CH:10][CH:11]=3)[S:6][C:5]=2[CH:4]=[CH:3][CH:2]=1.[C:15](Cl)(=[O:17])[CH3:16], predict the reaction product. (2) Given the reactants [Br:1][C:2]1[CH:3]=[C:4]([CH2:11][OH:12])[CH:5]=[C:6]2[C:10]=1[NH:9][CH:8]=[CH:7]2.I(C1C=CC=CC=1C(O)=O)(=O)=O, predict the reaction product. The product is: [Br:1][C:2]1[CH:3]=[C:4]([CH:11]=[O:12])[CH:5]=[C:6]2[C:10]=1[NH:9][CH:8]=[CH:7]2. (3) The product is: [C:4]([CH:5]([C:6]1[CH:7]=[CH:8][CH:9]=[CH:10][CH:11]=1)[NH:22][C:18]1[CH:19]=[CH:20][CH:21]=[C:16]([O:15][CH3:14])[CH:17]=1)#[CH:3]. Given the reactants C(=O)([O-])O[CH2:3][CH:4]=[CH:5][C:6]1[CH:11]=[CH:10][CH:9]=[CH:8][CH:7]=1.[CH3:14][O:15][C:16]1[CH:21]=[CH:20][CH:19]=[C:18]([NH2:22])[CH:17]=1, predict the reaction product. (4) The product is: [CH3:18][C:19]([NH:20][C:15]([C:5]1[CH:4]=[CH:3][C:2]([Cl:1])=[C:7]([C:8]2[CH:13]=[CH:12][CH:11]=[C:10]([Cl:14])[CH:9]=2)[N:6]=1)=[O:17])([C:21]1[O:22][CH:23]=[CH:24][N:25]=1)[CH3:26]. Given the reactants [Cl:1][C:2]1[CH:3]=[CH:4][C:5]([C:15]([OH:17])=O)=[N:6][C:7]=1[C:8]1[CH:13]=[CH:12][CH:11]=[C:10]([Cl:14])[CH:9]=1.[CH3:18][C:19]([CH3:26])([C:21]1[O:22][CH:23]=[CH:24][N:25]=1)[NH2:20], predict the reaction product. (5) Given the reactants [NH2:1][C@H:2]1[CH2:7][CH2:6][CH2:5][N:4]([C:8]([O:10][C:11]([CH3:14])([CH3:13])[CH3:12])=[O:9])[CH2:3]1.Cl[C:16]1[C:25]2[C:20](=[C:21]([C:27]([O:29][CH3:30])=[O:28])[CH:22]=[C:23]([I:26])[CH:24]=2)[N:19]=[CH:18][N:17]=1.O.[OH-].[Na+], predict the reaction product. The product is: [C:11]([O:10][C:8]([N:4]1[CH2:5][CH2:6][CH2:7][C@H:2]([NH:1][C:16]2[C:25]3[C:20](=[C:21]([C:27]([O:29][CH3:30])=[O:28])[CH:22]=[C:23]([I:26])[CH:24]=3)[N:19]=[CH:18][N:17]=2)[CH2:3]1)=[O:9])([CH3:14])([CH3:13])[CH3:12]. (6) Given the reactants C(O[C:6]([N:8]1[CH2:12][C:11](=[CH:13][Cl:14])[CH2:10][C@H:9]1[C:15]([OH:17])=O)=[O:7])(C)(C)C.C(Cl)(=O)[C:19]1[CH:24]=[CH:23][CH:22]=[CH:21][CH:20]=1.[O:27]1[CH:31]=[CH:30][CH:29]=[C:28]1[CH2:32][NH2:33], predict the reaction product. The product is: [C:6]([N:8]1[CH2:12][C:11](=[CH:13][Cl:14])[CH2:10][C@H:9]1[C:15]([NH:33][CH2:32][C:28]1[O:27][CH:31]=[CH:30][CH:29]=1)=[O:17])(=[O:7])[C:19]1[CH:20]=[CH:21][CH:22]=[CH:23][CH:24]=1. (7) Given the reactants [C:1]([C:5]1[CH:9]=[C:8]([NH:10][C:11]([NH:13][C:14]2[CH:19]=[CH:18][CH:17]=[C:16](F)[C:15]=2[F:21])=[O:12])[N:7]([C:22]2[CH:27]=[CH:26][C:25]([CH2:28][C:29]([O:31]CC)=[O:30])=[CH:24][CH:23]=2)[N:6]=1)([CH3:4])([CH3:3])[CH3:2].[Li+].[OH-], predict the reaction product. The product is: [C:1]([C:5]1[CH:9]=[C:8]([NH:10][C:11]([NH:13][C:14]2[CH:19]=[CH:18][CH:17]=[CH:16][C:15]=2[F:21])=[O:12])[N:7]([C:22]2[CH:23]=[CH:24][C:25]([CH2:28][C:29]([OH:31])=[O:30])=[CH:26][CH:27]=2)[N:6]=1)([CH3:4])([CH3:2])[CH3:3]. (8) Given the reactants [CH3:1][C:2]1([CH3:21])[NH:6][C:5](=[O:7])[N:4]([C:8]([C:10]2[C:19]3[C:14](=[CH:15][CH:16]=[CH:17][CH:18]=3)[CH:13]=[CH:12][CH:11]=2)=[O:9])[C:3]1=[O:20].[H-].[Na+].[Cl:24][C:25]1[CH:26]=[C:27]([CH:30]=[CH:31][CH:32]=1)[CH2:28]Br.C(OCC)(=O)C, predict the reaction product. The product is: [Cl:24][C:25]1[CH:26]=[C:27]([CH:30]=[CH:31][CH:32]=1)[CH2:28][N:6]1[C:2]([CH3:21])([CH3:1])[C:3](=[O:20])[N:4]([C:8]([C:10]2[C:19]3[C:14](=[CH:15][CH:16]=[CH:17][CH:18]=3)[CH:13]=[CH:12][CH:11]=2)=[O:9])[C:5]1=[O:7]. (9) Given the reactants CCN(C(C)C)C(C)C.OC(C(F)(F)F)=O.[NH2:17][CH2:18][C:19]([N:21]1[CH2:26][CH2:25][N:24]([C:27](=[O:38])[C:28]2[CH:33]=[CH:32][CH:31]=[CH:30][C:29]=2[C:34]([F:37])([F:36])[F:35])[CH2:23][CH2:22]1)=[O:20].C1C=CC2N(O)N=NC=2C=1.CCN=C=NCCCN(C)C.Cl.[N+:61]([C:64]1[O:68][C:67]([C:69](O)=[O:70])=[CH:66][CH:65]=1)([O-:63])=[O:62], predict the reaction product. The product is: [O:20]=[C:19]([N:21]1[CH2:22][CH2:23][N:24]([C:27](=[O:38])[C:28]2[CH:33]=[CH:32][CH:31]=[CH:30][C:29]=2[C:34]([F:37])([F:35])[F:36])[CH2:25][CH2:26]1)[CH2:18][NH:17][C:69]([C:67]1[O:68][C:64]([N+:61]([O-:63])=[O:62])=[CH:65][CH:66]=1)=[O:70].